Dataset: Forward reaction prediction with 1.9M reactions from USPTO patents (1976-2016). Task: Predict the product of the given reaction. (1) Given the reactants [O:1]=[O+][O-].[CH:4]([C:6]1[CH:7]=[CH:8][C:9]2[CH2:15][CH2:14][CH2:13][CH2:12][N:11]([C:16]([O:18][C:19]([CH3:22])([CH3:21])[CH3:20])=[O:17])[C:10]=2[N:23]=1)=C.CSC, predict the reaction product. The product is: [CH:4]([C:6]1[CH:7]=[CH:8][C:9]2[CH2:15][CH2:14][CH2:13][CH2:12][N:11]([C:16]([O:18][C:19]([CH3:22])([CH3:21])[CH3:20])=[O:17])[C:10]=2[N:23]=1)=[O:1]. (2) Given the reactants C(N(S(F)(F)[F:7])CC)C.[Br:10][C:11]1[N:12]=[C:13]([C:16]2(O)[CH2:21][CH2:20][N:19]([C:22]([O:24][C:25]([CH3:28])([CH3:27])[CH3:26])=[O:23])[CH2:18][CH2:17]2)[S:14][CH:15]=1, predict the reaction product. The product is: [Br:10][C:11]1[N:12]=[C:13]([C:16]2([F:7])[CH2:21][CH2:20][N:19]([C:22]([O:24][C:25]([CH3:28])([CH3:27])[CH3:26])=[O:23])[CH2:18][CH2:17]2)[S:14][CH:15]=1.